From a dataset of Forward reaction prediction with 1.9M reactions from USPTO patents (1976-2016). Predict the product of the given reaction. (1) Given the reactants [CH3:1][O:2][C:3]1[CH:4]=[C:5]([CH:21]=[CH:22][CH:23]=1)[CH2:6][CH:7]1[C:16]2[C:11](=[CH:12][C:13]([O:19][CH3:20])=[C:14]([O:17][CH3:18])[CH:15]=2)[CH2:10][CH2:9][NH:8]1.Br[CH2:25][C:26](Br)=[O:27].[F:29][C:30]1[CH:37]=[CH:36][CH:35]=[CH:34][C:31]=1[CH2:32][NH2:33], predict the reaction product. The product is: [CH3:1][O:2][C:3]1[CH:4]=[C:5]([CH:21]=[CH:22][CH:23]=1)[CH2:6][CH:7]1[C:16]2[C:11](=[CH:12][C:13]([O:19][CH3:20])=[C:14]([O:17][CH3:18])[CH:15]=2)[CH2:10][CH2:9][N:8]1[CH2:25][C:26]([NH:33][CH2:32][C:31]1[CH:34]=[CH:35][CH:36]=[CH:37][C:30]=1[F:29])=[O:27]. (2) Given the reactants [CH3:1][O:2][C:3](=[O:27])[CH2:4][C:5]1[C:13]2[C:8](=[N:9][CH:10]=[CH:11][CH:12]=2)[N:7]([S:14]([C:17]2[CH:22]=[CH:21][C:20](F)=[C:19]([C:24]#[N:25])[CH:18]=2)(=[O:16])=[O:15])[C:6]=1[CH3:26].C(=O)([O-])[O-].[K+].[K+].[NH:34]1[CH2:39][CH2:38][O:37][CH2:36][CH2:35]1, predict the reaction product. The product is: [CH3:1][O:2][C:3](=[O:27])[CH2:4][C:5]1[C:13]2[C:8](=[N:9][CH:10]=[CH:11][CH:12]=2)[N:7]([S:14]([C:17]2[CH:22]=[CH:21][C:20]([N:34]3[CH2:39][CH2:38][O:37][CH2:36][CH2:35]3)=[C:19]([C:24]#[N:25])[CH:18]=2)(=[O:16])=[O:15])[C:6]=1[CH3:26]. (3) The product is: [Cl:1][C:2]1[N:3]=[CH:4][C:5]2[CH:6]=[CH:7][N:8]([CH:14]([CH3:16])[CH3:15])[C:9]=2[CH:10]=1. Given the reactants [Cl:1][C:2]1[CH:10]=[C:9]2[C:5]([CH:6]=[CH:7][NH:8]2)=[CH:4][N:3]=1.[H-].[Na+].Br[CH:14]([CH3:16])[CH3:15], predict the reaction product. (4) Given the reactants [I:1][C:2]1[CH:3]=[C:4]2[C:8](=[CH:9][CH:10]=1)[NH:7][N:6]=[C:5]2[C:11](N(OC)C)=[O:12].[H-].[Al+3].[Li+].[H-].[H-].[H-], predict the reaction product. The product is: [I:1][C:2]1[CH:3]=[C:4]2[C:8](=[CH:9][CH:10]=1)[NH:7][N:6]=[C:5]2[CH:11]=[O:12]. (5) Given the reactants [OH:1][C:2]1[CH:9]=[CH:8][C:5]([CH:6]=[CH2:7])=[CH:4][CH:3]=1.[CH2:10]=[CH:11][C:12]1[CH:17]=[CH:16][CH:15]=[CH:14][CH:13]=1.[C:18]([O:22][C:23]12[CH2:32][CH:27]3[CH2:28][CH:29]([CH2:31][CH:25]([CH2:26]3)[CH2:24]1)[CH2:30]2)(=[O:21])[CH:19]=[CH2:20].N(C(C)(CC)C([O-])=O)=NC(C)(CC)C([O-])=O.N(C(C)(C)C(OC)=O)=NC(C)(C)C(OC)=O, predict the reaction product. The product is: [OH:1][C:2]1[CH:9]=[CH:8][C:5]([CH:6]=[CH2:7])=[CH:4][CH:3]=1.[CH2:10]=[CH:11][C:12]1[CH:17]=[CH:16][CH:15]=[CH:14][CH:13]=1.[C:18]([O:22][C:23]12[CH2:32][CH:27]3[CH2:28][CH:29]([CH2:31][CH:25]([CH2:26]3)[CH2:24]1)[CH2:30]2)(=[O:21])[CH:19]=[CH2:20]. (6) The product is: [CH:1]1([CH:5]([C:28]([O:30][CH2:31][C:32]2[CH:37]=[CH:36][CH:35]=[CH:34][CH:33]=2)=[O:29])[C:6]([O:8][CH2:9][C:10]2[CH:11]=[CH:12][CH:13]=[CH:14][CH:15]=2)=[O:7])[CH2:2][CH2:3][CH2:4]1. Given the reactants [CH:1]1([CH2:5][C:6]([O:8][CH2:9][C:10]2[CH:15]=[CH:14][CH:13]=[CH:12][CH:11]=2)=[O:7])[CH2:4][CH2:3][CH2:2]1.[Li+].C[Si]([N-][Si](C)(C)C)(C)C.C([C:28]([O:30][CH2:31][C:32]1[CH:37]=[CH:36][CH:35]=[CH:34][CH:33]=1)=[O:29])#N, predict the reaction product.